Dataset: Full USPTO retrosynthesis dataset with 1.9M reactions from patents (1976-2016). Task: Predict the reactants needed to synthesize the given product. (1) Given the product [Br:20][C:21]1[CH:26]=[C:25]([C:2]2[N:3]=[C:4]([CH3:19])[CH:5]=[C:6]([C:8]3[CH:13]=[CH:12][C:11]([C:14]([F:17])([F:16])[F:15])=[C:10]([CH3:18])[CH:9]=3)[N:7]=2)[CH:24]=[CH:23][CH:22]=1, predict the reactants needed to synthesize it. The reactants are: Cl[C:2]1[N:7]=[C:6]([C:8]2[CH:13]=[CH:12][C:11]([C:14]([F:17])([F:16])[F:15])=[C:10]([CH3:18])[CH:9]=2)[CH:5]=[C:4]([CH3:19])[N:3]=1.[Br:20][C:21]1[CH:22]=[C:23](B(O)O)[CH:24]=[CH:25][CH:26]=1. (2) The reactants are: [CH3:1][O:2][C:3]1[CH:4]=[CH:5][C:6]2[C:7](=O)[C:8]3[C:13]([NH:14][C:15]=2[CH:16]=1)=[CH:12][CH:11]=[CH:10][CH:9]=3.[H-].[H-].[H-].[H-].[Li+].[Al+3].C1(C)C=CC=CC=1.[OH-].[Na+]. Given the product [CH3:1][O:2][C:3]1[CH:4]=[CH:5][C:6]2[CH2:7][C:8]3[C:13]([NH:14][C:15]=2[CH:16]=1)=[CH:12][CH:11]=[CH:10][CH:9]=3, predict the reactants needed to synthesize it. (3) The reactants are: Cl[C:2]1[C:11]2[C:6](=[CH:7][CH:8]=[CH:9][C:10]=2[C:12]2[CH:17]=[CH:16][CH:15]=[CH:14][CH:13]=2)[C:5]([C:18]2[CH:19]=[N:20][CH:21]=[C:22]([CH:26]=2)[C:23]([O-:25])=[O:24])=[N:4][N:3]=1.[NH2:27][CH2:28][C:29]1[CH:34]=[CH:33][CH:32]=[CH:31][N:30]=1.[C:35](NS(C1C=NC=C(C2C3C(=C(C4C=CC=CC=4)C=CC=3)C(NCC3C=CC=CN=3)=NN=2)C=1)(=O)=O)(C)(C)[CH3:36]. Given the product [C:12]1([C:10]2[CH:9]=[CH:8][CH:7]=[C:6]3[C:11]=2[C:2]([NH:27][CH2:28][C:29]2[CH:34]=[CH:33][CH:32]=[CH:31][N:30]=2)=[N:3][N:4]=[C:5]3[C:18]2[CH:19]=[N:20][CH:21]=[C:22]([CH:26]=2)[C:23]([O:25][CH2:35][CH3:36])=[O:24])[CH:17]=[CH:16][CH:15]=[CH:14][CH:13]=1, predict the reactants needed to synthesize it. (4) Given the product [CH2:1]([C:8]1([C:18]2[CH:19]=[C:20]([CH:34]=[CH:35][CH:36]=2)[O:21][CH2:22][CH2:23][NH:24][S:25]([C:28]2[N:29]=[CH:30][N:31]([CH3:33])[CH:32]=2)(=[O:26])=[O:27])[CH2:11][N:10]([CH2:12][C:13]([F:16])([F:15])[F:14])[CH2:9]1)[C:2]1[CH:7]=[CH:6][CH:5]=[CH:4][CH:3]=1, predict the reactants needed to synthesize it. The reactants are: [CH2:1]([C:8]1([C:18]2[CH:19]=[C:20]([CH:34]=[CH:35][CH:36]=2)[O:21][CH2:22][CH2:23][NH:24][S:25]([C:28]2[N:29]=[CH:30][N:31]([CH3:33])[CH:32]=2)(=[O:27])=[O:26])[CH2:11][N:10]([C:12](=O)[C:13]([F:16])([F:15])[F:14])[CH2:9]1)[C:2]1[CH:7]=[CH:6][CH:5]=[CH:4][CH:3]=1. (5) Given the product [CH2:33]([O:32]/[CH:30]=[CH:31]/[C:15]1[C:14]([C:24]([O:26][CH3:27])=[O:25])=[N:13][CH:12]=[C:11]2[N:7]([CH2:6][C:5]3[CH:28]=[CH:29][C:2]([F:1])=[CH:3][CH:4]=3)[CH:8]=[CH:9][C:10]=12)[CH3:34], predict the reactants needed to synthesize it. The reactants are: [F:1][C:2]1[CH:29]=[CH:28][C:5]([CH2:6][N:7]2[C:11]3=[CH:12][N:13]=[C:14]([C:24]([O:26][CH3:27])=[O:25])[C:15](OS(C(F)(F)F)(=O)=O)=[C:10]3[CH:9]=[CH:8]2)=[CH:4][CH:3]=1.[CH2:30]([O:32]/[CH:33]=[CH:34]/[Sn](CCCC)(CCCC)CCCC)[CH3:31].C(N(CC)CC)C.